Dataset: Reaction yield outcomes from USPTO patents with 853,638 reactions. Task: Predict the reaction yield, written as a fraction of the theoretical maximum amount of product (1.0 means a 100% yield; for example, 0.34 means a 34% yield). The reactants are [N:1]1([C@@H:6]2[CH2:10][NH:9][CH2:8][C@H:7]2[OH:11])[CH2:5][CH2:4][CH2:3][CH2:2]1.Cl[C:13]([CH3:17])([CH3:16])[C:14]#[CH:15].CCN(CC)CC. The catalyst is [Cu]I.C1COCC1. The product is [CH3:16][C:13]([N:9]1[CH2:10][C@@H:6]([N:1]2[CH2:2][CH2:3][CH2:4][CH2:5]2)[C@H:7]([OH:11])[CH2:8]1)([C:14]#[CH:15])[CH3:17]. The yield is 0.450.